This data is from NCI-60 drug combinations with 297,098 pairs across 59 cell lines. The task is: Regression. Given two drug SMILES strings and cell line genomic features, predict the synergy score measuring deviation from expected non-interaction effect. (1) Drug 1: CNC(=O)C1=CC=CC=C1SC2=CC3=C(C=C2)C(=NN3)C=CC4=CC=CC=N4. Drug 2: CC1=C2C(C(=O)C3(C(CC4C(C3C(C(C2(C)C)(CC1OC(=O)C(C(C5=CC=CC=C5)NC(=O)C6=CC=CC=C6)O)O)OC(=O)C7=CC=CC=C7)(CO4)OC(=O)C)O)C)OC(=O)C. Cell line: KM12. Synergy scores: CSS=56.6, Synergy_ZIP=3.23, Synergy_Bliss=4.23, Synergy_Loewe=-0.521, Synergy_HSA=8.15. (2) Drug 1: C1=CN(C(=O)N=C1N)C2C(C(C(O2)CO)O)O.Cl. Drug 2: C#CCC(CC1=CN=C2C(=N1)C(=NC(=N2)N)N)C3=CC=C(C=C3)C(=O)NC(CCC(=O)O)C(=O)O. Cell line: OVCAR-8. Synergy scores: CSS=56.9, Synergy_ZIP=-4.91, Synergy_Bliss=-8.52, Synergy_Loewe=-6.96, Synergy_HSA=-5.00.